This data is from Forward reaction prediction with 1.9M reactions from USPTO patents (1976-2016). The task is: Predict the product of the given reaction. (1) Given the reactants [CH3:1][C:2]1[C:3]([CH2:9][NH:10][CH2:11][CH2:12][CH2:13][CH2:14][N:15]2CCCC2)=[N:4][CH:5]=[C:6]([CH3:8])[CH:7]=1.ClC1C=CC([C:27]([C:30]2[C:31](C=O)=[N:32][CH:33]=[CH:34]C=2)(C)C)=CC=1.[BH-]([O:47][C:48]([CH3:50])=[O:49])([O:47][C:48]([CH3:50])=[O:49])[O:47][C:48]([CH3:50])=[O:49].[Na+], predict the reaction product. The product is: [NH2:15][CH2:14][CH2:13][CH2:12][CH2:11][N:10]([CH2:34][C:33]1[N:32]=[CH:31][CH:30]=[CH:27][C:50]=1[C:48]([OH:47])=[O:49])[CH2:9][C:3]1[C:2]([CH3:1])=[CH:7][C:6]([CH3:8])=[CH:5][N:4]=1. (2) Given the reactants [CH2:1]([S:3]([C:6]1[CH:7]=[C:8]2[C:12](=[CH:13][CH:14]=1)[NH:11][C:10](=[O:15])[CH2:9]2)(=[O:5])=[O:4])[CH3:2].[N:16]1([CH2:22][CH2:23][CH2:24][C:25]2[C:26]3[CH2:36][CH2:35][CH2:34][CH2:33][CH2:32][C:27]=3[NH:28][C:29]=2[CH:30]=O)[CH2:21][CH2:20][O:19][CH2:18][CH2:17]1.N1CCCCC1, predict the reaction product. The product is: [CH2:1]([S:3]([C:6]1[CH:7]=[C:8]2[C:12](=[CH:13][CH:14]=1)[NH:11][C:10](=[O:15])/[C:9]/2=[CH:30]\[C:29]1[NH:28][C:27]2[CH2:32][CH2:33][CH2:34][CH2:35][CH2:36][C:26]=2[C:25]=1[CH2:24][CH2:23][CH2:22][N:16]1[CH2:17][CH2:18][O:19][CH2:20][CH2:21]1)(=[O:4])=[O:5])[CH3:2]. (3) Given the reactants [CH3:1][N:2]1[C:6]([CH3:7])=[C:5]([C:8]([NH:10][C:11]2[CH:26]=[CH:25][C:14]([O:15][C:16]3[CH:21]=[CH:20][N:19]=[C:18](C(N)=O)[CH:17]=3)=[CH:13][CH:12]=2)=[O:9])[C:4](=[O:27])[N:3]1[C:28]1[CH:33]=[CH:32][CH:31]=[CH:30][CH:29]=1.C(O)(=O)C.C(O)(=O)C.IC1C=CC=CC=1.CCOC(C)=O.CC#[N:57].O, predict the reaction product. The product is: [NH2:57][C:18]1[CH:17]=[C:16]([O:15][C:14]2[CH:25]=[CH:26][C:11]([NH:10][C:8]([C:5]3[C:4](=[O:27])[N:3]([C:28]4[CH:29]=[CH:30][CH:31]=[CH:32][CH:33]=4)[N:2]([CH3:1])[C:6]=3[CH3:7])=[O:9])=[CH:12][CH:13]=2)[CH:21]=[CH:20][N:19]=1. (4) Given the reactants [C:1]([O:5][C:6](=[O:22])[NH:7][C:8]1[CH:13]=[CH:12][C:11]([C:14]2[CH:19]=[CH:18][CH:17]=[CH:16][C:15]=2[F:20])=[CH:10][C:9]=1[NH2:21])([CH3:4])([CH3:3])[CH3:2].C([O:27][C:28](=O)[CH2:29][C:30]([C:32]1[N:33]=[C:34]([N:37]2[CH:41]=[CH:40][N:39]=[CH:38]2)[S:35][CH:36]=1)=[O:31])(C)(C)C, predict the reaction product. The product is: [C:1]([O:5][C:6](=[O:22])[NH:7][C:8]1[CH:13]=[CH:12][C:11]([C:14]2[CH:19]=[CH:18][CH:17]=[CH:16][C:15]=2[F:20])=[CH:10][C:9]=1[NH:21][C:28](=[O:27])[CH2:29][C:30]([C:32]1[N:33]=[C:34]([N:37]2[CH:41]=[CH:40][N:39]=[CH:38]2)[S:35][CH:36]=1)=[O:31])([CH3:4])([CH3:2])[CH3:3]. (5) Given the reactants FC1C=CC(S(Cl)(=O)=O)=C(C)C=1.[F:13][C:14]1[CH:19]=[CH:18][C:17]([S:20]([N:23]2[C:27]([C:28]3[CH:33]=[CH:32][CH:31]=[CH:30][CH:29]=3)=[CH:26][C:25]([C:34](OCC)=[O:35])=[CH:24]2)(=[O:22])=[O:21])=[C:16]([CH3:39])[CH:15]=1, predict the reaction product. The product is: [F:13][C:14]1[CH:19]=[CH:18][C:17]([S:20]([N:23]2[C:27]([C:28]3[CH:33]=[CH:32][CH:31]=[CH:30][CH:29]=3)=[CH:26][C:25]([CH:34]=[O:35])=[CH:24]2)(=[O:21])=[O:22])=[C:16]([CH3:39])[CH:15]=1. (6) Given the reactants [Cl:1][C:2]1[CH:7]=[CH:6][C:5]([C:8]2[N:9]([CH2:21][C@H:22]([OH:27])[C:23]([F:26])([F:25])[F:24])[C:10](=[O:20])[N:11]([CH2:13][C:14]3[S:18][C:17](Cl)=[N:16][CH:15]=3)[N:12]=2)=[CH:4][CH:3]=1.[F:28][C:29]([F:40])([F:39])[C:30]1[CH:35]=[CH:34][CH:33]=[CH:32][C:31]=1B(O)O.C1(P(C2CCCCC2)C2C=CC=CC=2C2C=CC=CC=2N(C)C)CCCCC1.P([O-])([O-])([O-])=O.[K+].[K+].[K+], predict the reaction product. The product is: [Cl:1][C:2]1[CH:3]=[CH:4][C:5]([C:8]2[N:9]([CH2:21][C@H:22]([OH:27])[C:23]([F:26])([F:24])[F:25])[C:10](=[O:20])[N:11]([CH2:13][C:14]3[S:18][C:17]([C:31]4[CH:32]=[CH:33][CH:34]=[CH:35][C:30]=4[C:29]([F:40])([F:39])[F:28])=[N:16][CH:15]=3)[N:12]=2)=[CH:6][CH:7]=1. (7) Given the reactants [O:1]1[CH2:6][CH2:5][N:4]([CH2:7][CH2:8][N:9]2[CH:13]=[C:12]([C:14]3[S:22][C:21]4[C:20]([N:23]5[CH2:28][CH2:27][N:26](C(OC(C)(C)C)=O)[CH2:25][CH2:24]5)=[N:19][CH:18]=[N:17][C:16]=4[CH:15]=3)[CH:11]=[N:10]2)[CH2:3][CH2:2]1.[ClH:36], predict the reaction product. The product is: [ClH:36].[N:23]1([C:20]2[C:21]3[S:22][C:14]([C:12]4[CH:11]=[N:10][N:9]([CH2:8][CH2:7][N:4]5[CH2:3][CH2:2][O:1][CH2:6][CH2:5]5)[CH:13]=4)=[CH:15][C:16]=3[N:17]=[CH:18][N:19]=2)[CH2:28][CH2:27][NH:26][CH2:25][CH2:24]1. (8) Given the reactants CS([C:5]1[CH:6]=[C:7]([C:11]2[CH:16]=[CH:15][C:14]([CH2:17][OH:18])=[CH:13][CH:12]=2)[CH:8]=[CH:9][CH:10]=1)(=O)=O.BrC1C=C[C:23]([S:26](C)(=[O:28])=[O:27])=CC=1, predict the reaction product. The product is: [CH3:23][S:26]([C:10]1[CH:5]=[CH:6][C:7]([C:11]2[CH:12]=[CH:13][C:14]([CH2:17][OH:18])=[CH:15][CH:16]=2)=[CH:8][CH:9]=1)(=[O:28])=[O:27].